The task is: Predict the product of the given reaction.. This data is from Forward reaction prediction with 1.9M reactions from USPTO patents (1976-2016). (1) Given the reactants [CH:1]([N:14]1[CH2:17][CH:16]([OH:18])[CH2:15]1)([C:8]1[CH:13]=[CH:12][CH:11]=[CH:10][CH:9]=1)[C:2]1[CH:7]=[CH:6][CH:5]=[CH:4][CH:3]=1.[F:19][C:20]([F:38])([F:37])[C:21]1[CH:35]=[C:34]([F:36])[CH:33]=[CH:32][C:22]=1[CH:23](O)[C:24]1[CH:29]=[CH:28][C:27]([Cl:30])=[CH:26][CH:25]=1.C(N1CC(OC(C2C=CC(Cl)=CC=2)C2C=CC(Cl)=CC=2Cl)C1)(C1C=CC=CC=1)C1C=CC=CC=1, predict the reaction product. The product is: [CH:1]([N:14]1[CH2:17][CH:16]([O:18][CH:23]([C:24]2[CH:29]=[CH:28][C:27]([Cl:30])=[CH:26][CH:25]=2)[C:22]2[CH:32]=[CH:33][C:34]([F:36])=[CH:35][C:21]=2[C:20]([F:37])([F:38])[F:19])[CH2:15]1)([C:8]1[CH:13]=[CH:12][CH:11]=[CH:10][CH:9]=1)[C:2]1[CH:3]=[CH:4][CH:5]=[CH:6][CH:7]=1. (2) Given the reactants I[C:2]1[C:7]([CH3:8])=[CH:6][C:5]([C:9]2[CH:14]=[CH:13][N:12]=[C:11]([O:15][CH3:16])[N:10]=2)=[CH:4][C:3]=1[CH3:17].[F:18][C:19]1[CH:20]=[CH:21][C:22](B2OC(C)(C)C(C)(C)O2)=[C:23]2[C:27]=1[C@H:26]([O:28][C:29]1[CH:42]=[CH:41][C:32]3[C@H:33]([CH2:36][C:37]([O:39][CH3:40])=[O:38])[CH2:34][O:35][C:31]=3[CH:30]=1)[CH2:25][CH2:24]2.BrC1C=CC(F)=C2C=1CC[C@H]2OC1C=CC2[C@H](CC(OC)=O)COC=2C=1, predict the reaction product. The product is: [F:18][C:19]1[CH:20]=[CH:21][C:22]([C:2]2[C:7]([CH3:8])=[CH:6][C:5]([C:9]3[CH:14]=[CH:13][N:12]=[C:11]([O:15][CH3:16])[N:10]=3)=[CH:4][C:3]=2[CH3:17])=[C:23]2[C:27]=1[C@H:26]([O:28][C:29]1[CH:42]=[CH:41][C:32]3[C@H:33]([CH2:36][C:37]([O:39][CH3:40])=[O:38])[CH2:34][O:35][C:31]=3[CH:30]=1)[CH2:25][CH2:24]2. (3) Given the reactants CON(C)[C:4]([C:6]1[CH:14]=[CH:13][C:9]2=[N:10][O:11][N:12]=[C:8]2[CH:7]=1)=[O:5].[CH3:16][Li], predict the reaction product. The product is: [N:10]1[O:11][N:12]=[C:8]2[CH:7]=[C:6]([C:4](=[O:5])[CH3:16])[CH:14]=[CH:13][C:9]=12.